From a dataset of Peptide-MHC class II binding affinity with 134,281 pairs from IEDB. Regression. Given a peptide amino acid sequence and an MHC pseudo amino acid sequence, predict their binding affinity value. This is MHC class II binding data. (1) The peptide sequence is PIVKDASIQVVSAIR. The MHC is HLA-DPA10103-DPB10401 with pseudo-sequence HLA-DPA10103-DPB10401. The binding affinity (normalized) is 0.0959. (2) The peptide sequence is GELQIVDKDDAAFKI. The MHC is DRB3_0101 with pseudo-sequence DRB3_0101. The binding affinity (normalized) is 0.762. (3) The peptide sequence is PSSQVSFQQPLQQYPLGQGS. The MHC is DRB1_0701 with pseudo-sequence DRB1_0701. The binding affinity (normalized) is 0. (4) The peptide sequence is PTIGVGGNFAGGGFG. The MHC is HLA-DQA10301-DQB10302 with pseudo-sequence HLA-DQA10301-DQB10302. The binding affinity (normalized) is 0.0858. (5) The peptide sequence is HSLLRTQRLHKFLVC. The MHC is HLA-DPA10201-DPB11401 with pseudo-sequence HLA-DPA10201-DPB11401. The binding affinity (normalized) is 0.461. (6) The peptide sequence is GALVIASLPLFTGHE. The MHC is DRB1_0101 with pseudo-sequence DRB1_0101. The binding affinity (normalized) is 0.894. (7) The peptide sequence is PNWVRKVFIDTIPNI. The MHC is DRB1_0101 with pseudo-sequence DRB1_0101. The binding affinity (normalized) is 0.170. (8) The peptide sequence is RCLVKEIPPRLLYAK. The MHC is HLA-DPA10201-DPB10501 with pseudo-sequence HLA-DPA10201-DPB10501. The binding affinity (normalized) is 0.680. (9) The peptide sequence is STCVSTMAERFKTKG. The MHC is DRB1_0101 with pseudo-sequence DRB1_0101. The binding affinity (normalized) is 0.734. (10) The peptide sequence is EKKYFAATQDEPLAA. The MHC is HLA-DQA10501-DQB10201 with pseudo-sequence HLA-DQA10501-DQB10201. The binding affinity (normalized) is 0.694.